Task: Predict which catalyst facilitates the given reaction.. Dataset: Catalyst prediction with 721,799 reactions and 888 catalyst types from USPTO Reactant: [Cl:1][C:2]1[CH:3]=[CH:4][C:5]2[NH:11][C:10](=O)[C@@H:9]([CH2:13][C:14]([O:16][CH2:17][CH3:18])=[O:15])[O:8][C@H:7]([C:19]3[C:28]4[O:27][CH2:26][CH2:25][O:24][C:23]=4[CH:22]=[CH:21][CH:20]=3)[C:6]=2[CH:29]=1.C(=O)([O-])O.[Na+].P12(SP3(SP(SP(S3)(S1)=S)(=S)S2)=S)=[S:36]. Product: [Cl:1][C:2]1[CH:3]=[CH:4][C:5]2[NH:11][C:10](=[S:36])[C@@H:9]([CH2:13][C:14]([O:16][CH2:17][CH3:18])=[O:15])[O:8][C@H:7]([C:19]3[C:28]4[O:27][CH2:26][CH2:25][O:24][C:23]=4[CH:22]=[CH:21][CH:20]=3)[C:6]=2[CH:29]=1. The catalyst class is: 54.